This data is from Forward reaction prediction with 1.9M reactions from USPTO patents (1976-2016). The task is: Predict the product of the given reaction. Given the reactants [NH:1]1[CH2:6][CH2:5][CH:4]([C:7]2[CH:12]=[CH:11][N:10]=[C:9]([NH2:13])[CH:8]=2)[CH2:3][CH2:2]1.C(N(CC)CC)C.[C:21](O[C:21]([O:23][C:24]([CH3:27])([CH3:26])[CH3:25])=[O:22])([O:23][C:24]([CH3:27])([CH3:26])[CH3:25])=[O:22].ClCCl.CO, predict the reaction product. The product is: [NH2:13][C:9]1[CH:8]=[C:7]([CH:4]2[CH2:5][CH2:6][N:1]([C:21]([O:23][C:24]([CH3:27])([CH3:26])[CH3:25])=[O:22])[CH2:2][CH2:3]2)[CH:12]=[CH:11][N:10]=1.